This data is from Forward reaction prediction with 1.9M reactions from USPTO patents (1976-2016). The task is: Predict the product of the given reaction. Given the reactants [CH3:1][O:2][C:3](=[O:15])[C:4]1[CH:9]=[CH:8][C:7]([CH2:10]O)=[CH:6][C:5]=1[N+:12]([O-:14])=[O:13].C(N(CC)CC)C.C1(C)C=CC(S(Cl)(=O)=O)=CC=1.[NH:34]1[CH2:39][CH2:38][CH2:37][CH2:36][CH2:35]1, predict the reaction product. The product is: [CH3:1][O:2][C:3](=[O:15])[C:4]1[CH:9]=[CH:8][C:7]([CH2:10][N:34]2[CH2:39][CH2:38][CH2:37][CH2:36][CH2:35]2)=[CH:6][C:5]=1[N+:12]([O-:14])=[O:13].